The task is: Predict the product of the given reaction.. This data is from Forward reaction prediction with 1.9M reactions from USPTO patents (1976-2016). (1) Given the reactants [CH3:1][O:2][C:3]1[C:4]([N+:16]([O-:18])=[O:17])=[C:5]2[C:10](=[CH:11][C:12]=1[O:13][CH3:14])[N:9]=[CH:8][NH:7][C:6]2=O.[Cl:19][C:20]1[CH:21]=[C:22]([CH:24]=[CH:25][CH:26]=1)[NH2:23], predict the reaction product. The product is: [Cl:19][C:20]1[CH:21]=[C:22]([NH:23][C:6]2[C:5]3[C:10](=[CH:11][C:12]([O:13][CH3:14])=[C:3]([O:2][CH3:1])[C:4]=3[N+:16]([O-:18])=[O:17])[N:9]=[CH:8][N:7]=2)[CH:24]=[CH:25][CH:26]=1. (2) Given the reactants [Cl:1][C:2]1[CH:7]=[CH:6][C:5]([C@H:8]2[CH2:13][C@H:12]([C:14]3[O:18][NH:17][C:16](=[O:19])[CH:15]=3)[CH2:11][CH2:10][N:9]2C(OC)=O)=[CH:4][CH:3]=1.Br, predict the reaction product. The product is: [Cl:1][C:2]1[CH:7]=[CH:6][C:5]([C@H:8]2[CH2:13][C@H:12]([C:14]3[O:18][NH:17][C:16](=[O:19])[CH:15]=3)[CH2:11][CH2:10][NH:9]2)=[CH:4][CH:3]=1. (3) Given the reactants Cl.O1CCOCC1.[NH:8]1[C:16]2[C:11](=[CH:12][CH:13]=[CH:14][CH:15]=2)[CH:10]=[C:9]1[CH2:17][NH:18][C:19]([C:21]1([CH2:34][NH2:35])[CH2:26][CH2:25][N:24](C(OC(C)(C)C)=O)[CH2:23][CH2:22]1)=[O:20], predict the reaction product. The product is: [NH:8]1[C:16]2[C:11](=[CH:12][CH:13]=[CH:14][CH:15]=2)[CH:10]=[C:9]1[CH2:17][NH:18][C:19]([C:21]1([CH2:34][NH2:35])[CH2:22][CH2:23][NH:24][CH2:25][CH2:26]1)=[O:20]. (4) Given the reactants Br[CH2:2][C:3]1[CH:4]=[N:5][N:6]([C:8]([C:21]2[CH:26]=[CH:25][CH:24]=[CH:23][CH:22]=2)([C:15]2[CH:20]=[CH:19][CH:18]=[CH:17][CH:16]=2)[C:9]2[CH:14]=[CH:13][CH:12]=[CH:11][CH:10]=2)[CH:7]=1.[CH:27]([C:29]1[C:30]([CH3:40])=[C:31]2[C:35](=[CH:36][CH:37]=1)[NH:34][C:33]([C:38]#[N:39])=[CH:32]2)=[O:28].C(=O)([O-])[O-].[Cs+].[Cs+], predict the reaction product. The product is: [CH:27]([C:29]1[C:30]([CH3:40])=[C:31]2[C:35](=[CH:36][CH:37]=1)[N:34]([CH2:2][C:3]1[CH:4]=[N:5][N:6]([C:8]([C:21]3[CH:26]=[CH:25][CH:24]=[CH:23][CH:22]=3)([C:15]3[CH:20]=[CH:19][CH:18]=[CH:17][CH:16]=3)[C:9]3[CH:14]=[CH:13][CH:12]=[CH:11][CH:10]=3)[CH:7]=1)[C:33]([C:38]#[N:39])=[CH:32]2)=[O:28]. (5) Given the reactants [F:1][C:2]1[C:3]([CH:14]=O)=[CH:4][C:5]2[C:9]([CH3:11])([CH3:10])[O:8][B:7]([OH:12])[C:6]=2[CH:13]=1.[NH2:16][OH:17].Cl.CC([O-])=O.[Na+], predict the reaction product. The product is: [F:1][C:2]1[C:3]([CH:14]=[N:16][OH:17])=[CH:4][C:5]2[C:9]([CH3:11])([CH3:10])[O:8][B:7]([OH:12])[C:6]=2[CH:13]=1. (6) Given the reactants C([O:5][C:6](=[O:45])[CH2:7][C:8]1([C:38]([O:40]C(C)(C)C)=[O:39])[O:12][N:11]=[C:10]([C:13]2[CH:18]=[C:17]([O:19][C:20](=[O:31])[C:21]3[CH:26]=[CH:25][C:24]([NH:27][C:28]([NH2:30])=[NH:29])=[CH:23][CH:22]=3)[CH:16]=[CH:15][C:14]=2[CH:32]2[CH2:37][CH2:36][CH2:35][CH2:34][CH2:33]2)[CH2:9]1)(C)(C)C.[C:46]([OH:52])([C:48]([F:51])([F:50])[F:49])=[O:47], predict the reaction product. The product is: [F:49][C:48]([F:51])([F:50])[C:46]([OH:52])=[O:47].[NH:27]([C:24]1[CH:23]=[CH:22][C:21]([C:20]([O:19][C:17]2[CH:16]=[CH:15][C:14]([CH:32]3[CH2:33][CH2:34][CH2:35][CH2:36][CH2:37]3)=[C:13]([C:10]3[CH2:9][C:8]([CH2:7][C:6]([OH:45])=[O:5])([C:38]([OH:40])=[O:39])[O:12][N:11]=3)[CH:18]=2)=[O:31])=[CH:26][CH:25]=1)[C:28]([NH2:30])=[NH:29]. (7) Given the reactants [Cl:1][C:2]1[C:7]([O:8][C:9]2[CH:14]=[CH:13][C:12]([F:15])=[CH:11][C:10]=2[F:16])=[CH:6][N:5]=[C:4](SC)[N:3]=1.[CH:19]1C=C(Cl)C=C(C(OO)=O)C=1.[O-:30][S:31]([O-:33])=O.[Na+].[Na+].CC(=O)OCC, predict the reaction product. The product is: [Cl:1][C:2]1[C:7]([O:8][C:9]2[CH:14]=[CH:13][C:12]([F:15])=[CH:11][C:10]=2[F:16])=[CH:6][N:5]=[C:4]([S:31]([CH3:19])(=[O:33])=[O:30])[N:3]=1. (8) Given the reactants [C:1]([C:5]1[CH:15]=[CH:14][C:8](/[CH:9]=[CH:10]/[C:11]([OH:13])=O)=[CH:7][CH:6]=1)([CH3:4])([CH3:3])[CH3:2].C(Cl)Cl.Cl.CN(C)CCCN=C=NCC.[NH2:31][C:32]1[CH:37]=[CH:36][CH:35]=[CH:34][CH:33]=1, predict the reaction product. The product is: [C:1]([C:5]1[CH:6]=[CH:7][C:8](/[CH:9]=[CH:10]/[C:11]([NH:31][C:32]2[CH:37]=[CH:36][CH:35]=[CH:34][CH:33]=2)=[O:13])=[CH:14][CH:15]=1)([CH3:2])([CH3:3])[CH3:4]. (9) Given the reactants [Cl:1][C:2]1[CH:3]=[C:4]([CH:49]=[CH:50][CH:51]=1)[CH2:5][N:6]1[CH2:11][CH2:10][C:9]2([C:19]3[C:18](=[O:20])[N:17]([CH2:21][C@H:22]([NH:29][CH2:30][CH2:31][CH2:32][C:33]([OH:35])=[O:34])[C:23]4[CH:28]=[CH:27][CH:26]=[CH:25][CH:24]=4)[C:16](=[O:36])[N:15]([CH2:37][C:38]4[C:43]([C:44]([F:47])([F:46])[F:45])=[CH:42][CH:41]=[CH:40][C:39]=4[F:48])[C:14]=3[CH2:13]O2)[CH2:8][CH2:7]1.N[C@H:53](C1C=CC=CC=1)CN1C(=O)C2C3(CCC=2N(CC2C(C(F)(F)F)=CC=CC=2F)C1=O)CCN(CC1C=CC=C(Cl)C=1)CC3, predict the reaction product. The product is: [Cl:1][C:2]1[CH:3]=[C:4]([CH:49]=[CH:50][CH:51]=1)[CH2:5][N:6]1[CH2:7][CH2:8][C:9]2([C:19]3[C:18](=[O:20])[N:17]([CH2:21][C@H:22]([NH:29][CH2:30][CH2:31][CH2:32][C:33]([OH:35])=[O:34])[C:23]4[CH:24]=[CH:25][CH:26]=[CH:27][CH:28]=4)[C:16](=[O:36])[N:15]([CH2:37][C:38]4[C:43]([C:44]([F:46])([F:45])[F:47])=[CH:42][CH:41]=[CH:40][C:39]=4[F:48])[C:14]=3[CH2:13][CH2:53]2)[CH2:10][CH2:11]1.